The task is: Regression. Given two drug SMILES strings and cell line genomic features, predict the synergy score measuring deviation from expected non-interaction effect.. This data is from NCI-60 drug combinations with 297,098 pairs across 59 cell lines. (1) Drug 1: C(=O)(N)NO. Drug 2: CC(C)CN1C=NC2=C1C3=CC=CC=C3N=C2N. Cell line: CAKI-1. Synergy scores: CSS=-4.04, Synergy_ZIP=-1.59, Synergy_Bliss=-5.89, Synergy_Loewe=-2.90, Synergy_HSA=-4.41. (2) Drug 2: C(CCl)NC(=O)N(CCCl)N=O. Synergy scores: CSS=4.31, Synergy_ZIP=-0.122, Synergy_Bliss=1.88, Synergy_Loewe=2.75, Synergy_HSA=1.37. Cell line: NCI/ADR-RES. Drug 1: CC12CCC3C(C1CCC2O)C(CC4=C3C=CC(=C4)O)CCCCCCCCCS(=O)CCCC(C(F)(F)F)(F)F. (3) Drug 1: CC12CCC(CC1=CCC3C2CCC4(C3CC=C4C5=CN=CC=C5)C)O. Drug 2: CC(C)NC(=O)C1=CC=C(C=C1)CNNC.Cl. Cell line: NCI-H522. Synergy scores: CSS=1.15, Synergy_ZIP=1.30, Synergy_Bliss=1.17, Synergy_Loewe=-2.81, Synergy_HSA=-0.602. (4) Cell line: HCT-15. Drug 2: CCC1(C2=C(COC1=O)C(=O)N3CC4=CC5=C(C=CC(=C5CN(C)C)O)N=C4C3=C2)O.Cl. Drug 1: CS(=O)(=O)CCNCC1=CC=C(O1)C2=CC3=C(C=C2)N=CN=C3NC4=CC(=C(C=C4)OCC5=CC(=CC=C5)F)Cl. Synergy scores: CSS=3.32, Synergy_ZIP=13.0, Synergy_Bliss=12.7, Synergy_Loewe=-43.7, Synergy_HSA=-4.41. (5) Drug 1: C1CN1P(=S)(N2CC2)N3CC3. Drug 2: CCC1=C2CN3C(=CC4=C(C3=O)COC(=O)C4(CC)O)C2=NC5=C1C=C(C=C5)O. Cell line: OVCAR-8. Synergy scores: CSS=31.3, Synergy_ZIP=-7.68, Synergy_Bliss=7.21, Synergy_Loewe=-17.3, Synergy_HSA=2.44. (6) Drug 1: CCCS(=O)(=O)NC1=C(C(=C(C=C1)F)C(=O)C2=CNC3=C2C=C(C=N3)C4=CC=C(C=C4)Cl)F. Drug 2: C1CCC(CC1)NC(=O)N(CCCl)N=O. Cell line: ACHN. Synergy scores: CSS=23.2, Synergy_ZIP=9.03, Synergy_Bliss=8.01, Synergy_Loewe=4.84, Synergy_HSA=8.30.